This data is from Catalyst prediction with 721,799 reactions and 888 catalyst types from USPTO. The task is: Predict which catalyst facilitates the given reaction. (1) Reactant: [F:1][C:2]1[CH:7]=[CH:6][C:5]([S:8]([NH:11][CH2:12][C:13]2[CH:22]=[CH:21][C:16]([C:17]([O:19][CH3:20])=[O:18])=[CH:15][CH:14]=2)(=[O:10])=[O:9])=[CH:4][CH:3]=1.[CH3:23][CH:24]([CH3:33])[CH:25]([C:27]1[CH:32]=[CH:31][CH:30]=[CH:29][CH:28]=1)O.C1C=CC(P(C2C=CC=CC=2)C2C=CC=CC=2)=CC=1.N(C(OC(C)C)=O)=NC(OC(C)C)=O. Product: [F:1][C:2]1[CH:7]=[CH:6][C:5]([S:8]([N:11]([CH2:12][C:13]2[CH:14]=[CH:15][C:16]([C:17]([O:19][CH3:20])=[O:18])=[CH:21][CH:22]=2)[CH:25]([C:27]2[CH:32]=[CH:31][CH:30]=[CH:29][CH:28]=2)[CH:24]([CH3:33])[CH3:23])(=[O:10])=[O:9])=[CH:4][CH:3]=1. The catalyst class is: 20. (2) Reactant: C[C@@:2]12[C@H:12](CC3C=C(O)C(C=O)=CC=3O)[C:10](=C)[CH2:9][CH2:8][C@H:7]1[C:6](C)(C)[C@@H:5](Br)[CH2:4][CH2:3]2.OC/C=C(/C)\CCC=C(C)C. Product: [CH2:6]1[C@@H:7]2[C@@H:2]([CH2:12][CH2:10][CH2:9][CH2:8]2)[CH2:3][CH2:4][CH2:5]1. The catalyst class is: 463. (3) Reactant: [NH2:1][C@H:2]1[C@@H:7]([OH:8])[CH2:6][C@H:5]([CH:9]([F:11])[F:10])[C@@H:4]([OH:12])[C@@H:3]1[OH:13].[C:14](N1C=CN=C1)(N1C=CN=C1)=[S:15]. Product: [F:11][CH:9]([F:10])[C@@H:5]1[C@@H:4]([OH:12])[C@H:3]([OH:13])[C@H:2]2[NH:1][C:14](=[S:15])[O:8][C@H:7]2[CH2:6]1. The catalyst class is: 3. (4) Reactant: [Br:1][C:2]1[CH:3]=[C:4]([NH2:9])[C:5]([Cl:8])=[N:6][CH:7]=1.C(N(C(C)C)CC)(C)C.CO[C:21]1[CH:22]=[C:23]([CH:27]=[CH:28][CH:29]=1)[C:24](Cl)=[O:25].[C:30](OCC)(=[O:32])C. Product: [Br:1][C:2]1[CH:3]=[C:4]([NH:9][C:24](=[O:25])[C:23]2[CH:22]=[CH:21][C:29]([O:32][CH3:30])=[CH:28][CH:27]=2)[C:5]([Cl:8])=[N:6][CH:7]=1. The catalyst class is: 4. (5) Product: [CH3:21][O:20][C:17]1[CH:18]=[CH:19][C:14]([C:12]2[C:3]3[C:2](=[C:7]([C:8]([F:11])([F:10])[F:9])[CH:6]=[CH:5][CH:4]=3)[NH:24][N:23]=2)=[CH:15][CH:16]=1. The catalyst class is: 142. Reactant: F[C:2]1[C:7]([C:8]([F:11])([F:10])[F:9])=[CH:6][CH:5]=[CH:4][C:3]=1[C:12]([C:14]1[CH:19]=[CH:18][C:17]([O:20][CH3:21])=[CH:16][CH:15]=1)=O.O.[NH2:23][NH2:24]. (6) Product: [F:8][C:9]1[CH:14]=[CH:13][C:12]([NH:15][C:3](=[O:5])[NH:23][C:32]([CH3:31])([CH3:37])[C:33]([O:35][CH3:36])=[O:34])=[CH:11][C:10]=1[C:16]1[S:17][CH:18]=[CH:19][CH:20]=1. Reactant: FC(F)(F)[C:3]([OH:5])=O.[F:8][C:9]1[CH:14]=[CH:13][C:12]([NH2:15])=[CH:11][C:10]=1[C:16]1[S:17][CH:18]=[CH:19][CH:20]=1.C([N:23](CC)CC)C.N([CH2:31][CH:32]([CH3:37])[C:33]([O:35][CH3:36])=[O:34])=C=O. The catalyst class is: 7. (7) Reactant: [Br:1][C:2]1[C:3]([CH2:20][N:21]2[CH2:26][CH2:25][O:24][CH2:23][CH2:22]2)=[CH:4][C:5]([O:11][CH2:12][C:13]2[CH:18]=[CH:17][C:16]([F:19])=[CH:15][CH:14]=2)=[C:6]([CH:10]=1)[C:7]([OH:9])=O.[CH3:27][C:28]1[C:32]([NH2:33])=[CH:31][O:30][N:29]=1.C(N(C(C)C)CC)(C)C.ON1C2N=CC=CC=2N=N1.C(Cl)CCl. Product: [Br:1][C:2]1[C:3]([CH2:20][N:21]2[CH2:26][CH2:25][O:24][CH2:23][CH2:22]2)=[CH:4][C:5]([O:11][CH2:12][C:13]2[CH:14]=[CH:15][C:16]([F:19])=[CH:17][CH:18]=2)=[C:6]([CH:10]=1)[C:7]([NH:33][C:32]1[C:28]([CH3:27])=[N:29][O:30][CH:31]=1)=[O:9]. The catalyst class is: 9. (8) Reactant: CC(C)([O-])C.[K+].[Br:7][C:8]1[CH:13]=[C:12]([CH2:14][OH:15])[CH:11]=[CH:10][N:9]=1.BrC1C=C(C)C=CN=1.[F:24][C:25]([F:53])([F:52])[C:26]1[CH:27]=[C:28]([NH:36][C:37]([N:39]2[CH2:44][CH2:43][N:42]([C:45]3[C:50](Cl)=[N:49][CH:48]=[CH:47][N:46]=3)[CH2:41][CH2:40]2)=[O:38])[CH:29]=[C:30]([C:32]([F:35])([F:34])[F:33])[CH:31]=1. Product: [F:53][C:25]([F:24])([F:52])[C:26]1[CH:27]=[C:28]([NH:36][C:37]([N:39]2[CH2:44][CH2:43][N:42]([C:45]3[C:50]([O:15][CH2:14][C:12]4[CH:11]=[CH:10][N:9]=[C:8]([Br:7])[CH:13]=4)=[N:49][CH:48]=[CH:47][N:46]=3)[CH2:41][CH2:40]2)=[O:38])[CH:29]=[C:30]([C:32]([F:33])([F:34])[F:35])[CH:31]=1. The catalyst class is: 107.